From a dataset of Reaction yield outcomes from USPTO patents with 853,638 reactions. Predict the reaction yield, written as a fraction of the theoretical maximum amount of product (1.0 means a 100% yield; for example, 0.34 means a 34% yield). (1) The reactants are Cl.[Cl:2][CH2:3][C:4]1[CH:9]=[CH:8][CH:7]=[CH:6][N:5]=1.C([O-])([O-])=O.[K+].[K+].[CH:16]1[CH:21]=[CH:20][C:19]([P:22]([C:29]2[CH:34]=[CH:33][CH:32]=[CH:31][CH:30]=2)[C:23]2[CH:28]=[CH:27][CH:26]=[CH:25][CH:24]=2)=[CH:18][CH:17]=1. The catalyst is O.O1CCOCC1. The product is [Cl-:2].[N:5]1[CH:6]=[CH:7][CH:8]=[CH:9][C:4]=1[CH2:3][P+:22]([C:23]1[CH:24]=[CH:25][CH:26]=[CH:27][CH:28]=1)([C:29]1[CH:34]=[CH:33][CH:32]=[CH:31][CH:30]=1)[C:19]1[CH:18]=[CH:17][CH:16]=[CH:21][CH:20]=1. The yield is 0.830. (2) The reactants are [CH:1](=O)[C:2]1[CH:7]=[CH:6][CH:5]=[CH:4][CH:3]=1.[NH2:9][C:10]1[CH:15]=[CH:14][CH:13]=[CH:12][CH:11]=1.[C:16]([N:23]1[CH:27]=[CH:26][CH:25]([CH3:28])[CH2:24]1)([O:18][C:19]([CH3:22])([CH3:21])[CH3:20])=[O:17]. The catalyst is C(S([O-])(=O)=O)(F)(F)F.C(S([O-])(=O)=O)(F)(F)F.C(S([O-])(=O)=O)(F)(F)F.[Dy+3].C(#N)C. The product is [CH3:28][C@:25]12[CH2:26][CH2:27][N:23]([C:16]([O:18][C:19]([CH3:20])([CH3:22])[CH3:21])=[O:17])[C@H:24]1[C:11]1[CH:12]=[CH:13][CH:14]=[CH:15][C:10]=1[NH:9][C@H:1]2[C:2]1[CH:7]=[CH:6][CH:5]=[CH:4][CH:3]=1. The yield is 0.530. (3) The reactants are [CH2:1]([C:9]1[CH:14]=[CH:13][CH:12]=[CH:11][CH:10]=1)[CH2:2][CH2:3][CH2:4][CH2:5][CH2:6][CH2:7][CH3:8].C1N2CN3CN(C2)CN1C3.FC(F)(F)[C:27](O)=[O:28]. No catalyst specified. The product is [CH2:1]([C:9]1[CH:10]=[CH:11][C:12]([CH:27]=[O:28])=[CH:13][CH:14]=1)[CH2:2][CH2:3][CH2:4][CH2:5][CH2:6][CH2:7][CH3:8]. The yield is 0.290. (4) The reactants are [NH:1]1[CH2:6][CH2:5][CH2:4][C@@H:3]([NH:7][C:8](=[O:14])[O:9][C:10]([CH3:13])([CH3:12])[CH3:11])[CH2:2]1.C(N(CC)C(C)C)(C)C.[Br:24][C:25]1[C:26](F)=[C:27]2[C:33]([NH:34][C:35](=[O:40])[C:36]([OH:39])([CH3:38])[CH3:37])=[CH:32][NH:31][C:28]2=[N:29][CH:30]=1.CC#N.O. The catalyst is CCCCO.O. The product is [Br:24][C:25]1[C:26]([N:1]2[CH2:6][CH2:5][CH2:4][C@@H:3]([NH:7][C:8](=[O:14])[O:9][C:10]([CH3:11])([CH3:13])[CH3:12])[CH2:2]2)=[C:27]2[C:33]([NH:34][C:35](=[O:40])[C:36]([OH:39])([CH3:38])[CH3:37])=[CH:32][NH:31][C:28]2=[N:29][CH:30]=1. The yield is 0.550.